This data is from Full USPTO retrosynthesis dataset with 1.9M reactions from patents (1976-2016). The task is: Predict the reactants needed to synthesize the given product. (1) Given the product [Cl:12][C:5]1[CH:4]=[C:3]([F:13])[C:2]([NH:1][S:23]([C:22]([F:35])([F:34])[F:21])(=[O:25])=[O:24])=[CH:11][C:6]=1[C:7]([O:9][CH3:10])=[O:8], predict the reactants needed to synthesize it. The reactants are: [NH2:1][C:2]1[C:3]([F:13])=[CH:4][C:5]([Cl:12])=[C:6]([CH:11]=1)[C:7]([O:9][CH3:10])=[O:8].CCN(CC)CC.[F:21][C:22]([F:35])([F:34])[S:23](O[S:23]([C:22]([F:35])([F:34])[F:21])(=[O:25])=[O:24])(=[O:25])=[O:24]. (2) Given the product [NH:1]([C:21]([O:23][C:24]([CH3:27])([CH3:26])[CH3:25])=[O:22])[C@H:2]([C:18]([N:28]1[CH2:47][CH2:46][CH2:45][C@H:29]1[C:30]([NH:32][C@@H:33]([C:35]([O:37][CH2:38][C:39]1[CH:40]=[CH:41][CH:42]=[CH:43][CH:44]=1)=[O:36])[CH3:34])=[O:31])=[O:19])[CH2:3][C:4]1[N:8]=[CH:7][N:6]([CH2:9][O:10][CH2:11][C:12]2[CH:13]=[CH:14][CH:15]=[CH:16][CH:17]=2)[CH:5]=1, predict the reactants needed to synthesize it. The reactants are: [NH:1]([C:21]([O:23][C:24]([CH3:27])([CH3:26])[CH3:25])=[O:22])[C@H:2]([C:18](O)=[O:19])[CH2:3][C:4]1[N:8]=[CH:7][N:6]([CH2:9][O:10][CH2:11][C:12]2[CH:17]=[CH:16][CH:15]=[CH:14][CH:13]=2)[CH:5]=1.[NH:28]1[CH2:47][CH2:46][CH2:45][C@H:29]1[C:30]([NH:32][C@@H:33]([C:35]([O:37][CH2:38][C:39]1[CH:44]=[CH:43][CH:42]=[CH:41][CH:40]=1)=[O:36])[CH3:34])=[O:31].Cl.CN(C(ON1N=NC2C=CC=NC1=2)=[N+](C)C)C.F[P-](F)(F)(F)(F)F. (3) The reactants are: [Br:1][C:2]1[CH:3]=[CH:4][C:5]([F:22])=[C:6]([CH:8]([OH:21])[C:9]([F:20])([F:19])[CH2:10][O:11][Si:12]([C:15]([CH3:18])([CH3:17])[CH3:16])([CH3:14])[CH3:13])[CH:7]=1.[Cr](O[Cr]([O-])(=O)=O)([O-])(=O)=O.[NH+]1C=CC=CC=1.[NH+]1C=CC=CC=1. Given the product [Br:1][C:2]1[CH:3]=[CH:4][C:5]([F:22])=[C:6]([C:8](=[O:21])[C:9]([F:19])([F:20])[CH2:10][O:11][Si:12]([C:15]([CH3:18])([CH3:16])[CH3:17])([CH3:13])[CH3:14])[CH:7]=1, predict the reactants needed to synthesize it. (4) Given the product [Cl:62][C:63]1[CH:64]=[CH:65][C:66]([N:74]2[CH:78]=[N:77][N:76]=[N:75]2)=[C:67](/[CH:69]=[CH:70]/[C:71]([N:42]2[CH2:43][CH2:44][CH2:45][CH:40]([C:34]3[CH:39]=[CH:38][CH:37]=[CH:36][CH:35]=3)[CH:41]2[C:46]([NH:48][C:49]2[CH:50]=[CH:51][C:52]([C:53]([O:55][C:56]([CH3:58])([CH3:57])[CH3:59])=[O:54])=[CH:60][CH:61]=2)=[O:47])=[O:72])[CH:68]=1, predict the reactants needed to synthesize it. The reactants are: C(N(CC)C(C)C)(C)C.CN(C(ON1N=NC2C=CC=NC1=2)=[N+](C)C)C.F[P-](F)(F)(F)(F)F.[C:34]1([CH:40]2[CH2:45][CH2:44][CH2:43][NH:42][CH:41]2[C:46]([NH:48][C:49]2[CH:61]=[CH:60][C:52]([C:53]([O:55][C:56]([CH3:59])([CH3:58])[CH3:57])=[O:54])=[CH:51][CH:50]=2)=[O:47])[CH:39]=[CH:38][CH:37]=[CH:36][CH:35]=1.[Cl:62][C:63]1[CH:64]=[CH:65][C:66]([N:74]2[CH:78]=[N:77][N:76]=[N:75]2)=[C:67](/[CH:69]=[CH:70]/[C:71](O)=[O:72])[CH:68]=1. (5) Given the product [C:39]([O:38][C:37]([NH:36][C:26]1[O:27][C:28]2[C:29](=[N:30][CH:31]=[C:32]([CH2:34][CH3:35])[CH:33]=2)[C:25]=1[C:23]([NH:22][C:17]1[CH:18]=[N:19][CH:20]=[CH:21][C:16]=1[N:11]1[CH2:12][C@H:13]([CH3:15])[CH2:14][C@H:9]([NH:8][C:6](=[O:7])[O:5][C:1]([CH3:2])([CH3:4])[CH3:3])[CH2:10]1)=[O:24])=[O:43])([CH3:40])([CH3:41])[CH3:42], predict the reactants needed to synthesize it. The reactants are: [C:1]([O:5][C:6]([NH:8][C@H:9]1[CH2:14][C@@H:13]([CH3:15])[CH2:12][N:11]([C:16]2[CH:21]=[CH:20][N:19]=[CH:18][C:17]=2[NH:22][C:23]([C:25]2[C:29]3=[N:30][CH:31]=[C:32]([CH:34]=[CH2:35])[CH:33]=[C:28]3[O:27][C:26]=2[NH:36][C:37](=[O:43])[O:38][C:39]([CH3:42])([CH3:41])[CH3:40])=[O:24])[CH2:10]1)=[O:7])([CH3:4])([CH3:3])[CH3:2]. (6) Given the product [F:1][C:2]1[CH:7]=[CH:6][C:5]([F:8])=[CH:4][C:3]=1[C:9]([N:11]([CH2:15][C:16]1[N:20]([CH2:21][CH2:22][CH3:23])[C:19]2[CH:24]=[CH:25][C:26]([CH2:28][Cl:32])=[CH:27][C:18]=2[N:17]=1)[CH2:12][CH2:13][CH3:14])=[O:10], predict the reactants needed to synthesize it. The reactants are: [F:1][C:2]1[CH:7]=[CH:6][C:5]([F:8])=[CH:4][C:3]=1[C:9]([N:11]([CH2:15][C:16]1[N:20]([CH2:21][CH2:22][CH3:23])[C:19]2[CH:24]=[CH:25][C:26]([CH2:28]O)=[CH:27][C:18]=2[N:17]=1)[CH2:12][CH2:13][CH3:14])=[O:10].S(Cl)([Cl:32])=O.